Task: Predict the reactants needed to synthesize the given product.. Dataset: Full USPTO retrosynthesis dataset with 1.9M reactions from patents (1976-2016) (1) Given the product [Cl:1][C:24]1[N:18]2[C:17](=[O:33])[N:16]([C:13]3[CH:14]=[CH:15][C:10]([F:9])=[CH:11][CH:12]=3)[CH:21]=[CH:20][C:19]2=[N:22][C:23]=1[CH2:25][O:26][C:27]1[CH:28]=[CH:29][CH:30]=[CH:31][CH:32]=1, predict the reactants needed to synthesize it. The reactants are: [Cl:1]N1C(=O)CCC1=O.[F:9][C:10]1[CH:15]=[CH:14][C:13]([N:16]2[CH:21]=[CH:20][C:19]3=[N:22][C:23]([CH2:25][O:26][C:27]4[CH:32]=[CH:31][CH:30]=[CH:29][CH:28]=4)=[CH:24][N:18]3[C:17]2=[O:33])=[CH:12][CH:11]=1. (2) Given the product [O:18]=[C:8]([NH:7][CH2:6][CH2:5][C:4]1[CH:19]=[CH:20][CH:21]=[C:2]([B:22]2[O:26][C:25]([CH3:28])([CH3:27])[C:24]([CH3:30])([CH3:29])[O:23]2)[CH:3]=1)[CH2:9][NH:10][C:11](=[O:17])[O:12][C:13]([CH3:16])([CH3:15])[CH3:14], predict the reactants needed to synthesize it. The reactants are: Br[C:2]1[CH:3]=[C:4]([CH:19]=[CH:20][CH:21]=1)[CH2:5][CH2:6][NH:7][C:8](=[O:18])[CH2:9][NH:10][C:11](=[O:17])[O:12][C:13]([CH3:16])([CH3:15])[CH3:14].[B:22]1([B:22]2[O:26][C:25]([CH3:28])([CH3:27])[C:24]([CH3:30])([CH3:29])[O:23]2)[O:26][C:25]([CH3:28])([CH3:27])[C:24]([CH3:30])([CH3:29])[O:23]1.C([O-])(=O)C.[K+].C(=O)([O-])O.[Na+].